Task: Predict which catalyst facilitates the given reaction.. Dataset: Catalyst prediction with 721,799 reactions and 888 catalyst types from USPTO Reactant: [CH2:1]([O:8][C:9]1[CH:17]=[CH:16][CH:15]=[C:14]2[C:10]=1[CH:11]=[C:12]([C:19]([OH:21])=O)[N:13]2[CH3:18])[C:2]1[CH:7]=[CH:6][CH:5]=[CH:4][CH:3]=1.S(Cl)([Cl:24])=O. Product: [CH2:1]([O:8][C:9]1[CH:17]=[CH:16][CH:15]=[C:14]2[C:10]=1[CH:11]=[C:12]([C:19]([Cl:24])=[O:21])[N:13]2[CH3:18])[C:2]1[CH:7]=[CH:6][CH:5]=[CH:4][CH:3]=1. The catalyst class is: 48.